This data is from Peptide-MHC class II binding affinity with 134,281 pairs from IEDB. The task is: Regression. Given a peptide amino acid sequence and an MHC pseudo amino acid sequence, predict their binding affinity value. This is MHC class II binding data. (1) The peptide sequence is DVSGVQAPVGAITTI. The MHC is DRB1_1201 with pseudo-sequence DRB1_1201. The binding affinity (normalized) is 0. (2) The peptide sequence is PDTIDFLIMRNLTNL. The MHC is DRB1_0802 with pseudo-sequence DRB1_0802. The binding affinity (normalized) is 0. (3) The peptide sequence is VESCCNWLDRCRHLL. The MHC is DRB1_0101 with pseudo-sequence DRB1_0101. The binding affinity (normalized) is 0.425.